From a dataset of Reaction yield outcomes from USPTO patents with 853,638 reactions. Predict the reaction yield, written as a fraction of the theoretical maximum amount of product (1.0 means a 100% yield; for example, 0.34 means a 34% yield). (1) The reactants are [OH:1][C:2]1[CH:3]=[C:4]2[C:9](=[CH:10][CH:11]=1)[O:8][C:7](=[O:12])[CH:6]=[C:5]2[CH3:13].Cl[C:15]1[C:24]2[C:19](=[CH:20][C:21]([O:27][CH3:28])=[C:22]([O:25][CH3:26])[CH:23]=2)[N:18]=[CH:17][CH:16]=1.O. The catalyst is CN(C)C1C=CN=CC=1.ClC1C=CC=CC=1Cl. The product is [CH3:26][O:25][C:22]1[CH:23]=[C:24]2[C:19](=[CH:20][C:21]=1[O:27][CH3:28])[N:18]=[CH:17][CH:16]=[C:15]2[O:1][C:2]1[CH:3]=[C:4]2[C:9](=[CH:10][CH:11]=1)[O:8][C:7](=[O:12])[CH:6]=[C:5]2[CH3:13]. The yield is 0.0500. (2) The reactants are [CH:1]([N:4]1[CH2:9][CH2:8][CH:7]([O:10][C:11]2[CH:19]=[CH:18][C:17]3[N:16]4[CH2:20][CH2:21][NH:22][C:23](=[O:24])[C:15]4=[CH:14][C:13]=3[CH:12]=2)[CH2:6][CH2:5]1)([CH3:3])[CH3:2].[H-].[Na+].[F:27][C:28]1[CH:29]=[C:30]([CH:33]=[CH:34][CH:35]=1)[CH2:31]Br. No catalyst specified. The product is [F:27][C:28]1[CH:29]=[C:30]([CH:33]=[CH:34][CH:35]=1)[CH2:31][N:22]1[CH2:21][CH2:20][N:16]2[C:17]3[CH:18]=[CH:19][C:11]([O:10][CH:7]4[CH2:8][CH2:9][N:4]([CH:1]([CH3:3])[CH3:2])[CH2:5][CH2:6]4)=[CH:12][C:13]=3[CH:14]=[C:15]2[C:23]1=[O:24]. The yield is 0.790. (3) The reactants are [CH2:1]([CH:8]1[C:17](=[O:18])[C:16]2[C:11](=[CH:12][C:13]([Cl:19])=[CH:14][CH:15]=2)[O:10][CH:9]1[C@H:20]([N:24]1[CH:28]=[C:27]([CH2:29][N:30]2C(=O)C3=CC=CC=C3C2=O)[N:26]=[C:25]1[C:41]1[CH:46]=[CH:45][C:44]([CH3:47])=[CH:43][CH:42]=1)[CH:21]([CH3:23])[CH3:22])[C:2]1[CH:7]=[CH:6][CH:5]=[CH:4][CH:3]=1.O.NN. The catalyst is CCO. The product is [NH2:30][CH2:29][C:27]1[N:26]=[C:25]([C:41]2[CH:46]=[CH:45][C:44]([CH3:47])=[CH:43][CH:42]=2)[N:24]([C@@H:20]([C:9]2[O:10][C:11]3[C:16]([C:17](=[O:18])[C:8]=2[CH2:1][C:2]2[CH:7]=[CH:6][CH:5]=[CH:4][CH:3]=2)=[CH:15][CH:14]=[C:13]([Cl:19])[CH:12]=3)[CH:21]([CH3:23])[CH3:22])[CH:28]=1. The yield is 0.910. (4) The reactants are C(=O)([O-])OCC([C@@:6]([C:35]1[CH:40]=[CH:39][C:38]([F:41])=[CH:37][C:36]=1[F:42])([CH2:29][N:30]1[CH:34]=[N:33][CH:32]=[N:31]1)[C@H:7]([S:9][C@@H:10]1[CH2:15][O:14][C@@H:13](/[CH:16]=[CH:17]/[CH:18]=[CH:19]/[C:20]2[CH:25]=[CH:24][C:23]([C:26]#[N:27])=[CH:22][C:21]=2[F:28])[O:12][CH2:11]1)[CH3:8])O.N1C=NN=N1.[CH2:50]([O:53][P:54]([O:62][CH2:63][CH:64]=[CH2:65])N(C(C)C)C(C)C)[CH:51]=[CH2:52].[CH2:66]([OH:69])[CH:67]=C.C([O:74]O)(C)(C)C.[C:76](=[O:79])([O-:78])[OH:77].[Na+].S([O-])([O-])(=O)=S.[Na+].[Na+]. The catalyst is ClCCl. The product is [C:76](=[O:78])([O:77][C@:6]([C:35]1[CH:40]=[CH:39][C:38]([F:41])=[CH:37][C:36]=1[F:42])([CH2:29][N:30]1[CH:34]=[N:33][CH:32]=[N:31]1)[C@H:7]([S:9][C@@H:10]1[CH2:15][O:14][C@@H:13](/[CH:16]=[CH:17]/[CH:18]=[CH:19]/[C:20]2[CH:25]=[CH:24][C:23]([C:26]#[N:27])=[CH:22][C:21]=2[F:28])[O:12][CH2:11]1)[CH3:8])[O:79][CH2:67][CH2:66][O:69][P:54]([O:53][CH2:50][CH:51]=[CH2:52])([O:62][CH2:63][CH:64]=[CH2:65])=[O:74]. The yield is 0.550. (5) The reactants are [F:1][C:2]([F:17])([N:8]1[CH:12]=[CH:11][C:10]([S:13](=[O:16])(=[O:15])[NH2:14])=[N:9]1)[C:3]([N:5]([CH3:7])[CH3:6])=[O:4].[Cl:18][C:19]1[C:28](Cl)=[N:27][C:26]2[C:21](=[CH:22][CH:23]=[CH:24][CH:25]=2)[N:20]=1.C(=O)([O-])[O-].[K+].[K+]. The catalyst is CC(N(C)C)=O. The product is [Cl:18][C:19]1[C:28]([NH:14][S:13]([C:10]2[CH:11]=[CH:12][N:8]([C:2]([F:1])([F:17])[C:3]([N:5]([CH3:7])[CH3:6])=[O:4])[N:9]=2)(=[O:15])=[O:16])=[N:27][C:26]2[C:21]([N:20]=1)=[CH:22][CH:23]=[CH:24][CH:25]=2. The yield is 0.690. (6) The reactants are [OH:1][C:2]1[CH:3]=[C:4]([CH2:8][C@H:9]([O:13][CH:14]([CH3:16])[CH3:15])[C:10]([OH:12])=[O:11])[CH:5]=[CH:6][CH:7]=1.[C:17]([NH2:21])([CH3:20])([CH3:19])[CH3:18]. The catalyst is COCCOC. The product is [C:17]([NH2:21])([CH3:20])([CH3:19])[CH3:18].[OH:1][C:2]1[CH:3]=[C:4]([CH2:8][C@H:9]([O:13][CH:14]([CH3:16])[CH3:15])[C:10]([OH:12])=[O:11])[CH:5]=[CH:6][CH:7]=1. The yield is 0.900.